This data is from Forward reaction prediction with 1.9M reactions from USPTO patents (1976-2016). The task is: Predict the product of the given reaction. Given the reactants [OH:1][C:2]([CH3:31])([CH3:30])[CH2:3][C@@:4]1([C:24]2[CH:29]=[CH:28][CH:27]=[CH:26][CH:25]=2)[O:9][C:8](=[O:10])[N:7]([C@H:11]2[CH2:16][CH2:15][CH2:14][N:13](C(OC(C)(C)C)=O)[CH2:12]2)[CH2:6][CH2:5]1, predict the reaction product. The product is: [OH:1][C:2]([CH3:31])([CH3:30])[CH2:3][C@@:4]1([C:24]2[CH:25]=[CH:26][CH:27]=[CH:28][CH:29]=2)[O:9][C:8](=[O:10])[N:7]([C@H:11]2[CH2:16][CH2:15][CH2:14][NH:13][CH2:12]2)[CH2:6][CH2:5]1.